Task: Binary Classification. Given a miRNA mature sequence and a target amino acid sequence, predict their likelihood of interaction.. Dataset: Experimentally validated miRNA-target interactions with 360,000+ pairs, plus equal number of negative samples The miRNA is hsa-miR-6748-5p with sequence UGUGGGUGGGAAGGACUGGAUU. The protein sequence of the target gene is MQAEDRSQFGSAAEMLSEQTAALGTGWESMNVQLDGAEPQVERGSQEERPWRTVPGPLEHLCCDLEEEPQSLQEKAQSAPWVPAIPQEGNTGDWEMAAALLAAGSQGLVTIKDVSLCFSQEEWRSLDPSQTDFYGEYVMQENCGIVVSLRFPIPKLDMLSQLEGGEEQWVPDPQDLEERDILRVTYTGDGSEHEGDTPELEAEPPRMLSSVSEDTVLWNPEHDESWDSMPSSSRGMLLGPPFLQEDSFSNLLCSTEMDSLLRPHTCPQCGKQFVWGSHLARHQQTHTGERPYSCLKCEKT.... Result: 1 (interaction).